Predict the product of the given reaction. From a dataset of Forward reaction prediction with 1.9M reactions from USPTO patents (1976-2016). (1) The product is: [NH2:15][C:11]1[C:9]2[NH:10][C:5]([C:18]3[CH:23]=[CH:22][CH:21]=[CH:20][N:19]=3)([C:3]([NH:2][CH3:1])=[O:4])[CH2:6][O:7][C:8]=2[CH:14]=[CH:13][CH:12]=1. Given the reactants [CH3:1][NH:2][C:3]([C:5]1([C:18]2[CH:23]=[CH:22][CH:21]=[CH:20][N:19]=2)[NH:10][C:9]2[C:11]([N+:15]([O-])=O)=[CH:12][CH:13]=[CH:14][C:8]=2[O:7][CH2:6]1)=[O:4].[H][H], predict the reaction product. (2) The product is: [C:11]1([CH3:21])[CH:16]=[CH:15][C:14]([S:17]([N:2]2[CH:6]=[C:5]([CH2:7][C:8]([OH:10])=[O:9])[N:4]=[CH:3]2)(=[O:19])=[O:18])=[CH:13][CH:12]=1. Given the reactants Cl.[NH:2]1[CH:6]=[C:5]([CH2:7][C:8]([OH:10])=[O:9])[N:4]=[CH:3]1.[C:11]1([CH3:21])[CH:16]=[CH:15][C:14]([S:17](Cl)(=[O:19])=[O:18])=[CH:13][CH:12]=1, predict the reaction product. (3) Given the reactants C([O:4][CH2:5][C@H:6]([N:8]1[CH:17]=[CH:16][C:15]2[C:10](=[CH:11][CH:12]=[C:13]([CH3:30])[C:14]=2[NH:18][C:19](=[O:29])[CH2:20][C:21]2([OH:28])[CH2:27][CH2:26][CH2:25][CH2:24][CH2:23][CH2:22]2)[C:9]1=[O:31])[CH3:7])(=O)C.C(=O)([O-])[O-].[K+].[K+].CO, predict the reaction product. The product is: [OH:28][C:21]1([CH2:20][C:19]([NH:18][C:14]2[C:13]([CH3:30])=[CH:12][CH:11]=[C:10]3[C:15]=2[CH:16]=[CH:17][N:8]([C@H:6]([CH3:7])[CH2:5][OH:4])[C:9]3=[O:31])=[O:29])[CH2:22][CH2:23][CH2:24][CH2:25][CH2:26][CH2:27]1. (4) Given the reactants [Cl:1][C:2]1[CH:3]=[C:4]([N:13]([CH2:22][CH3:23])[C@H:14]2[CH2:19][CH2:18][C@H:17]([NH:20][CH3:21])[CH2:16][CH2:15]2)[C:5]([CH3:12])=[C:6]([CH:11]=1)[C:7]([O:9][CH3:10])=[O:8].[CH3:24][O:25][C:26]1[CH:27]=[C:28]([CH:31]=[CH:32][CH:33]=1)[CH:29]=O.C([BH3-])#N.[Na+], predict the reaction product. The product is: [Cl:1][C:2]1[CH:3]=[C:4]([N:13]([CH2:22][CH3:23])[C@H:14]2[CH2:19][CH2:18][C@H:17]([N:20]([CH2:29][C:28]3[CH:31]=[CH:32][CH:33]=[C:26]([O:25][CH3:24])[CH:27]=3)[CH3:21])[CH2:16][CH2:15]2)[C:5]([CH3:12])=[C:6]([CH:11]=1)[C:7]([O:9][CH3:10])=[O:8]. (5) Given the reactants [CH3:1][N:2]([CH2:7][C@H:8]1[CH2:13][CH2:12][C@H:11]([N:14]2[C:19]3[C:20]4[CH:26]=[CH:25][N:24]([CH2:27][O:28][CH2:29][CH2:30][Si:31]([CH3:34])([CH3:33])[CH3:32])[C:21]=4[N:22]=[CH:23][C:18]=3[C:17](=[O:35])[NH:16][CH2:15]2)[CH2:10][CH2:9]1)[S:3]([CH3:6])(=[O:5])=[O:4].[H-].[Na+].FC(F)(F)S(O[CH2:44][C:45]([F:48])([F:47])[F:46])(=O)=O.O, predict the reaction product. The product is: [CH3:1][N:2]([CH2:7][C@H:8]1[CH2:13][CH2:12][C@H:11]([N:14]2[C:19]3[C:20]4[CH:26]=[CH:25][N:24]([CH2:27][O:28][CH2:29][CH2:30][Si:31]([CH3:34])([CH3:33])[CH3:32])[C:21]=4[N:22]=[CH:23][C:18]=3[C:17](=[O:35])[N:16]([CH2:44][C:45]([F:48])([F:47])[F:46])[CH2:15]2)[CH2:10][CH2:9]1)[S:3]([CH3:6])(=[O:5])=[O:4]. (6) Given the reactants [N+:1]([C:4]1[C:13]2[C:8](=[CH:9][CH:10]=[CH:11][CH:12]=2)[C:7]([O:14][CH2:15][CH2:16][C:17]2[CH:22]=[CH:21][N:20]=[C:19]([NH:23]C(=O)OC(C)(C)C)[CH:18]=2)=[CH:6][CH:5]=1)([O-:3])=[O:2].[C:31](O)([C:33](F)(F)F)=[O:32].CCN(C(C)C)C(C)C.C(Cl)(=O)C, predict the reaction product. The product is: [N+:1]([C:4]1[C:13]2[C:8](=[CH:9][CH:10]=[CH:11][CH:12]=2)[C:7]([O:14][CH2:15][CH2:16][C:17]2[CH:22]=[CH:21][N:20]=[C:19]([NH:23][C:31](=[O:32])[CH3:33])[CH:18]=2)=[CH:6][CH:5]=1)([O-:3])=[O:2]. (7) Given the reactants [C:1]([O:5][C@@H:6]([C:12]1[C:13]([CH3:34])=[N:14][C:15]([CH3:33])=[C:16]([C:26]2[CH:31]=[CH:30][C:29]([OH:32])=[CH:28][CH:27]=2)[C:17]=1[N:18]1[CH2:23][CH2:22][C:21]([CH3:25])([CH3:24])[CH2:20][CH2:19]1)[C:7]([O:9][CH2:10][CH3:11])=[O:8])([CH3:4])([CH3:3])[CH3:2].O[CH2:36][C:37]1[CH:44]=[CH:43][C:40]([C:41]#[N:42])=[CH:39][CH:38]=1.C1C=CC(P(C2C=CC=CC=2)C2C=CC=CC=2)=CC=1.CCOC(/N=N/C(OCC)=O)=O, predict the reaction product. The product is: [C:1]([O:5][C@@H:6]([C:12]1[C:13]([CH3:34])=[N:14][C:15]([CH3:33])=[C:16]([C:26]2[CH:27]=[CH:28][C:29]([O:32][CH2:36][C:37]3[CH:44]=[CH:43][C:40]([C:41]#[N:42])=[CH:39][CH:38]=3)=[CH:30][CH:31]=2)[C:17]=1[N:18]1[CH2:19][CH2:20][C:21]([CH3:24])([CH3:25])[CH2:22][CH2:23]1)[C:7]([O:9][CH2:10][CH3:11])=[O:8])([CH3:2])([CH3:3])[CH3:4].